From a dataset of Experimentally validated miRNA-target interactions with 360,000+ pairs, plus equal number of negative samples. Binary Classification. Given a miRNA mature sequence and a target amino acid sequence, predict their likelihood of interaction. (1) The miRNA is hsa-miR-6512-5p with sequence UACCAUUAGAAGAGCUGGAAGA. The protein sequence of the target gene is MAFAVIRACSRVGRGGLYKRLGGPPRGTRRQRQRPRQGRQGASRSIAEQRSAAPRPPTGPPARYPSPAASARASEARRHPAADLDPPPGEPQAVASRGTPEPRPPPESPGAPPPPGSAPADGAMAAAKPGELMGICSSYQAVMPHFVCLTDEFPQPVRPAKLPKGKGRLRRPRQSRFKTQPVTFDEIQEVEEEGVSPMEEEKAKKSFLQSLECLRRSTQSLSLQREPLGQLQTEEQPGLQRLRLGPVRR. Result: 0 (no interaction). (2) The miRNA is hsa-miR-6832-3p with sequence ACCCUUUUUCUCUUUCCCAG. The protein sequence of the target gene is MASGGGGCSASERLPPPFPGLEPESEGAAGGSEPEAGDSDTEGEDIFTGAAVVSKHQSPKITTSLLPINNGSKENGIHEEQDQEPQDLFADATVELSLDSTQNNQKKVLAKTLISLPPQEATNSSKPQPTYEELEEEEQEDQFDLTVGITDPEKIGDGMNAYVAYKVTTQTSLPLFRSKQFAVKRRFSDFLGLYEKLSEKHSQNGFIVPPPPEKSLIGMTKVKVGKEDSSSAEFLEKRRAALERYLQRIVNHPTMLQDPDVREFLEKEELPRAVGTQTLSGAGLLKMFNKATDAVSKMTI.... Result: 1 (interaction). (3) The miRNA is hsa-miR-939-5p with sequence UGGGGAGCUGAGGCUCUGGGGGUG. The protein sequence of the target gene is MAAIYLSRGFFSREPICPFEEKTKVERMVEDYLASGYQDSVTFDDVAVDFTPEEWALLDTTEKYLYRDVMLENYMNLASVEWEIQPRTKRSSLQQGFLKNQIFSGIQMTRGYSGWKLCDCKNCGEVFREQFCLKTHMRVQNGGNTSEGNCYGKDTLSVHKEASTGQELSKFNPCGKVFTLTPGLAVHLEVLNARQPYKCKECGKGFKYFASLDNHMGIHTDEKLCEFQEYGRAVTASSHLKQCVAVHTGKKSKKTKKCGKSFTNFSQLYAPVKTHKGEKSFECKECGRSFRNSSCLNDHI.... Result: 1 (interaction). (4) The miRNA is hsa-miR-6826-3p with sequence CUCCCCUCUCUUUCCUGUUCAG. The protein sequence of the target gene is MVPVENTEGPSLLNQKGTAVETEGSGSRHPPWARGCGMFTFLSSVTAAVSGLLVGYELGIISGALLQIKTLLALSCHEQEMVVSSLVIGALLASLTGGVLIDRYGRRTAIILSSCLLGLGSLVLILSLSYTVLIVGRIAIGVSISLSSIATCVYIAEIAPQHRRGLLVSLNELMIVIGILSAYISNYAFANVFHGWKYMFGLVIPLGVLQAIAMYFLPPSPRFLVMKGQEGAASKVLGRLRALSDTTEELTVIKSSLKDEYQYSFWDLFRSKDNMRTRIMIGLTLVFFVQITGQPNILFY.... Result: 0 (no interaction). (5) The miRNA is hsa-miR-3668 with sequence AAUGUAGAGAUUGAUCAAAAU. The protein sequence of the target gene is MIGCGACEPEVKMAGGQAAAALPTWKMAARRSLSARGRGVLQAAAGRLLPLLLLSCCWGAGGCTAAGENEETVIIGLRLEDTNDVSFMEGGALRVSERTRVKLRVYGQNINNETWSRIAFTEHERRRHTPSERGLGGPAPPEPDSGPQRCGIRTSDIIILPHIILNRRTSGIIEIEIKPLRKMEKSKSYYLCTSLSTPALGAGGSGSASGTVGGKGGAGVAGLPPPPWAETTWIYHDGEDTKMIVGEEKKFLLPFWLQVIFISLLLCLSGMFSGLNLGLMALDPMELRIVQNCGTEKEKN.... Result: 0 (no interaction). (6) The miRNA is hsa-miR-1973 with sequence ACCGUGCAAAGGUAGCAUA. The protein sequence of the target gene is MGVIGIQLVVTMVMASVMQKIIPHYSLARWLLCNGSLRWYQHPSEEELRILAGKQQKGKSKKDRKYNGHIENKPLTIPKDIDLHLETKSVTEVDTLALHYFPEYQWLVDFTVAATIVYLVTEVYYSFMKPTQEMNISLVWCLLVLSFAIKVLFSLTTHYFKVEDGGERSVCVTFGFFFFVKAMAVLIVTENYLEFGLETGFTNFSDSAMQFLEKQGLESQGPVSKLTFKFFLAVFCSLIGAFLTFPGLRLAQMHLDALNMATEKITQTLLHINFLAPLFMVLLWVKPITKDYIMNPPLGR.... Result: 0 (no interaction). (7) The miRNA is hsa-miR-302c-3p with sequence UAAGUGCUUCCAUGUUUCAGUGG. The protein sequence of the target gene is MSVAGLKKQFHKASQLFSEKISGAEGTKLDDEFLDMERKIDVTNKVVAEILSKTTEYLQPNPAYRAKLGMLNTVSKIRGQVKTTGYPQTEGLLGDCMLKYGKELGEDSTFGNALIEVGESMKLMAEVKDSLDINVKQTFIDPLQLLQDKDLKEIGHHLKKLEGRRLDYDYKKKRVGKIPDEEVRQAVEKFEESKELAERSMFNFLENDVEQVSQLAVFIEAALDYHRQSTEILQELQSKLQMRISAASSVPRREYKPRPVKRSSSELNGVSTTSVVKTTGSNIPMDQPCCRGLYDFEPEN.... Result: 0 (no interaction). (8) The miRNA is hsa-miR-15a-5p with sequence UAGCAGCACAUAAUGGUUUGUG. The protein sequence of the target gene is MGAKQSGPAAANGRTRAYSGSDLPSSSSGGANGTAGGGGGARAAAAGRFPAQVPSAHQPSASGGAAAAAAAPAAPAAPRSRSLGGAVGSVASGARAAQSPFSIPNSSSGPYGSQDSVHSSPEDGGGGRDRPVGGSPGGPRLVIGSLPAHLSPHMFGGFKCPVCSKFVSSDEMDLHLVMCLTKPRITYNEDVLSKDAGECAICLEELQQGDTIARLPCLCIYHKGCIDEWFEVNRSCPEHPSD. Result: 1 (interaction). (9) The miRNA is hsa-miR-1915-3p with sequence CCCCAGGGCGACGCGGCGGG. The protein sequence of the target gene is MDELQDVQLTEIKPLLNDKNGTRNFQDFDCQEHDIETTHGVVHVTIRGLPKGNRPVILTYHDIGLNHKSCFNAFFNFEDMQEITQHFAVCHVDAPGQQEGAPSFPTGYQYPTMDELAEMLPPVLTHLSLKSIIGIGVGAGAYILSRFALNHPELVEGLVLINVDPCAKGWIDWAASKLSGLTTNVVDIILAHHFGQEELQANLDLIQTYRMHIAQDINQDNLQLFLNSYNGRRDLEIERPILGQNDNKSKTLKCSTLLVVGDNSPAVEAVVECNSRLNPINTTLLKMADCGGLPQVVQPG.... Result: 1 (interaction).